Predict the reactants needed to synthesize the given product. From a dataset of Full USPTO retrosynthesis dataset with 1.9M reactions from patents (1976-2016). (1) Given the product [OH:6][CH:5]([CH2:4][OH:3])[CH2:7][O:8][C:9](=[O:52])[C:10]([CH3:51])([CH3:50])[CH2:11][C:12]1[N:13]([CH2:34][C:35]2[CH:36]=[CH:37][C:38]([C:41]3[CH:42]=[N:43][C:44]([O:47][CH2:48][CH3:49])=[CH:45][CH:46]=3)=[CH:39][CH:40]=2)[C:14]2[C:19]([C:20]=1[S:21][C:22]([CH3:25])([CH3:24])[CH3:23])=[CH:18][C:17]([O:26][CH2:27][C:28]1[CH:33]=[CH:32][CH:31]=[CH:30][N:29]=1)=[CH:16][CH:15]=2, predict the reactants needed to synthesize it. The reactants are: CC1(C)[O:6][CH:5]([CH2:7][O:8][C:9](=[O:52])[C:10]([CH3:51])([CH3:50])[CH2:11][C:12]2[N:13]([CH2:34][C:35]3[CH:40]=[CH:39][C:38]([C:41]4[CH:42]=[N:43][C:44]([O:47][CH2:48][CH3:49])=[CH:45][CH:46]=4)=[CH:37][CH:36]=3)[C:14]3[C:19]([C:20]=2[S:21][C:22]([CH3:25])([CH3:24])[CH3:23])=[CH:18][C:17]([O:26][CH2:27][C:28]2[CH:33]=[CH:32][CH:31]=[CH:30][N:29]=2)=[CH:16][CH:15]=3)[CH2:4][O:3]1.Cl. (2) Given the product [F:1][C:2]1[C:7]([NH:8][C:27]([C:26]2[S:22][C:23]3[CH:33]=[CH:32][CH:31]=[CH:30][C:24]=3[CH:25]=2)=[O:28])=[C:6]([CH3:9])[C:5]([B:10]2[O:14][C:13]([CH3:16])([CH3:15])[C:12]([CH3:18])([CH3:17])[O:11]2)=[CH:4][CH:3]=1, predict the reactants needed to synthesize it. The reactants are: [F:1][C:2]1[C:7]([NH2:8])=[C:6]([CH3:9])[C:5]([B:10]2[O:14][C:13]([CH3:16])([CH3:15])[C:12]([CH3:18])([CH3:17])[O:11]2)=[CH:4][CH:3]=1.C(Cl)Cl.[S:22]1[C:26]([C:27](Cl)=[O:28])=[CH:25][C:24]2[CH:30]=[CH:31][CH:32]=[CH:33][C:23]1=2.Cl. (3) Given the product [N:24]1([C:22]([C:21]2[CH:37]=[CH:38][C:18]([C:15]3[CH:16]=[CH:17][N:12]4[N:11]=[CH:10][C:9]([C:6]5[CH:5]=[CH:4][C:3]([C:1]#[N:2])=[CH:8][CH:7]=5)=[C:13]4[N:14]=3)=[CH:19][CH:20]=2)=[O:23])[CH2:29][CH2:28][NH:27][CH2:26][CH2:25]1, predict the reactants needed to synthesize it. The reactants are: [C:1]([C:3]1[CH:8]=[CH:7][C:6]([C:9]2[CH:10]=[N:11][N:12]3[CH:17]=[CH:16][C:15]([C:18]4[CH:38]=[CH:37][C:21]([C:22]([N:24]5[CH2:29][CH2:28][N:27](C(OC(C)(C)C)=O)[CH2:26][CH2:25]5)=[O:23])=[CH:20][CH:19]=4)=[N:14][C:13]=23)=[CH:5][CH:4]=1)#[N:2].C(O)(C(F)(F)F)=O. (4) Given the product [Cl:19][C:20]1[C:28]2[NH:27][N:26]=[CH:25][C:24]=2[C:23]2[CH2:29][N:30]([CH2:55][C:56]([CH3:59])([CH3:58])[CH3:57])[C:31](=[O:54])[C@H:32]([CH2:34][C:35](=[O:53])[N:2]3[CH2:3][CH2:4][CH:5]([C:8]4[C:9](=[O:18])[NH:10][C:11]5[C:16]([CH:17]=4)=[CH:15][CH:14]=[CH:13][CH:12]=5)[CH2:6][CH2:7]3)[CH2:33][C:22]=2[CH:21]=1, predict the reactants needed to synthesize it. The reactants are: Cl.[NH:2]1[CH2:7][CH2:6][CH:5]([C:8]2[C:9](=[O:18])[NH:10][C:11]3[C:16]([CH:17]=2)=[CH:15][CH:14]=[CH:13][CH:12]=3)[CH2:4][CH2:3]1.[Cl:19][C:20]1[C:28]2[NH:27][N:26]=[CH:25][C:24]=2[C:23]2[CH2:29][N:30]([CH2:55][C:56]([CH3:59])([CH3:58])[CH3:57])[C:31](=[O:54])[C@H:32]([CH2:34][C:35](=[O:53])N3CCC(N4CC5C(=CC=CC=5)NC4=O)CC3)[CH2:33][C:22]=2[CH:21]=1. (5) Given the product [ClH:19].[CH2:1]([N:3]1[C:7]([CH3:8])=[C:6]([CH2:9][S:10][C:11]2[N:16]=[C:15]([OH:17])[CH:14]=[C:13]([CH3:18])[N:12]=2)[N:5]=[CH:4]1)[CH3:2], predict the reactants needed to synthesize it. The reactants are: [CH2:1]([N:3]1[C:7]([CH3:8])=[C:6]([CH2:9][S:10][C:11]2[N:16]=[C:15]([OH:17])[CH:14]=[C:13]([CH3:18])[N:12]=2)[N:5]=[CH:4]1)[CH3:2].[ClH:19].O1CCOCC1. (6) Given the product [CH3:1][C:2]1[CH:3]=[CH:4][C:5]2[O:10][CH2:9][C:8](=[O:11])[N:7]([CH2:20][CH2:21][N:22]3[CH2:27][CH2:26][CH:25]([NH:28][C:29](=[O:30])[O:31][C:32]([CH3:35])([CH3:34])[CH3:33])[CH2:24][CH2:23]3)[C:6]=2[CH:12]=1, predict the reactants needed to synthesize it. The reactants are: [CH3:1][C:2]1[CH:3]=[CH:4][C:5]2[O:10][CH2:9][C:8](=[O:11])[NH:7][C:6]=2[CH:12]=1.[H-].[Na+].CS(O[CH2:20][CH2:21][N:22]1[CH2:27][CH2:26][CH:25]([NH:28][C:29]([O:31][C:32]([CH3:35])([CH3:34])[CH3:33])=[O:30])[CH2:24][CH2:23]1)(=O)=O.COC1C=C2C(C=CC(=O)N2CCN2CCC(NC(=O)OC(C)(C)C)CC2)=CC=1.